Dataset: Blood-brain barrier penetration binary classification data from Martins et al.. Task: Regression/Classification. Given a drug SMILES string, predict its absorption, distribution, metabolism, or excretion properties. Task type varies by dataset: regression for continuous measurements (e.g., permeability, clearance, half-life) or binary classification for categorical outcomes (e.g., BBB penetration, CYP inhibition). Dataset: bbb_martins. (1) The compound is CCS(=O)(=O)CCN1C(=O)CN=C(c2ccccc2F)c2cc(Cl)ccc21. The result is 1 (penetrates BBB). (2) The molecule is CNCCC=C1c2ccccc2C(C)(C)c2ccccc21. The result is 1 (penetrates BBB). (3) The drug is CC1=C(C(=O)O)N2C(=O)[C@@H](NC(=O)[C@H](N)C3=CCC=CC3)[C@H]2SC1. The result is 0 (does not penetrate BBB).